The task is: Predict which catalyst facilitates the given reaction.. This data is from Catalyst prediction with 721,799 reactions and 888 catalyst types from USPTO. (1) Reactant: [C:1]([C:4]1[CH:5]=[C:6]([C:10]([O:12][CH3:13])=[O:11])[CH:7]=[CH:8][CH:9]=1)(=[O:3])[CH3:2].C([BH3-])#N.[Na+]. Product: [OH:3][CH:1]([C:4]1[CH:5]=[C:6]([C:10]([O:12][CH3:13])=[O:11])[CH:7]=[CH:8][CH:9]=1)[CH3:2]. The catalyst class is: 240. (2) Reactant: [CH2:1]([N:3]1[CH2:8][CH2:7][N:6]2[N:9]=[C:10]([N+:12]([O-])=O)[CH:11]=[C:5]2[CH2:4]1)[CH3:2].[H][H]. Product: [CH2:1]([N:3]1[CH2:8][CH2:7][N:6]2[N:9]=[C:10]([NH2:12])[CH:11]=[C:5]2[CH2:4]1)[CH3:2]. The catalyst class is: 43. (3) Reactant: [C:1](Cl)(=[O:3])[CH3:2].FC(F)(F)C(O)=O.[Br:12][C:13]1[CH:14]=[C:15]([N:19]2[C:27]3[CH2:26][CH2:25][NH:24][CH2:23][C:22]=3[C:21]([C:28]([O:30][CH2:31][CH3:32])=[O:29])=[N:20]2)[CH:16]=[CH:17][CH:18]=1.C(N(CC)CC)C. Product: [C:1]([N:24]1[CH2:25][CH2:26][C:27]2[N:19]([C:15]3[CH:16]=[CH:17][CH:18]=[C:13]([Br:12])[CH:14]=3)[N:20]=[C:21]([C:28]([O:30][CH2:31][CH3:32])=[O:29])[C:22]=2[CH2:23]1)(=[O:3])[CH3:2]. The catalyst class is: 7.